From a dataset of CYP2D6 inhibition data for predicting drug metabolism from PubChem BioAssay. Regression/Classification. Given a drug SMILES string, predict its absorption, distribution, metabolism, or excretion properties. Task type varies by dataset: regression for continuous measurements (e.g., permeability, clearance, half-life) or binary classification for categorical outcomes (e.g., BBB penetration, CYP inhibition). Dataset: cyp2d6_veith. (1) The drug is C[N+](C)(C)CCCSc1nc2ccccc2[nH]1. The result is 0 (non-inhibitor). (2) The drug is CCn1c(-c2ccc3ncccc3c2)n[nH]c1=S. The result is 0 (non-inhibitor). (3) The result is 0 (non-inhibitor). The drug is CO[C@@H]1COC(=O)C/C=C\[C@@H](C)[C@@H]2C=C[C@H](O)[C@@H](COC(=O)CCC[C@H]1C)O2. (4) The drug is COC(=O)C(CCSC)NC(=O)CNS(=O)(=O)c1ccc(F)cc1. The result is 0 (non-inhibitor). (5) The molecule is CCOC(=O)N1CCC(NC(=O)C2CCN(S(=O)(=O)N3CCCC3)CC2)CC1. The result is 0 (non-inhibitor). (6) The molecule is O=[N+]([O-])c1ccc(N2CCNCC2)cc1NC1CC1. The result is 0 (non-inhibitor).